Dataset: Full USPTO retrosynthesis dataset with 1.9M reactions from patents (1976-2016). Task: Predict the reactants needed to synthesize the given product. (1) The reactants are: [Cl:1][C:2]1[CH:10]=[C:9]2[C:5]([CH:6]=[C:7]([CH3:19])[N:8]2[CH2:11][CH2:12][N:13]2[CH2:18][CH2:17][O:16][CH2:15][CH2:14]2)=[CH:4][CH:3]=1.[Cl-].[Cl-].C([Al+2])C.[CH3:25][C:26]1[C:35]2[C:30](=[CH:31][CH:32]=[CH:33][CH:34]=2)[C:29]([C:36](Cl)=[O:37])=[CH:28][CH:27]=1. Given the product [Cl:1][C:2]1[CH:10]=[C:9]2[C:5]([C:6]([C:36]([C:29]3[C:30]4[C:35](=[CH:34][CH:33]=[CH:32][CH:31]=4)[C:26]([CH3:25])=[CH:27][CH:28]=3)=[O:37])=[C:7]([CH3:19])[N:8]2[CH2:11][CH2:12][N:13]2[CH2:18][CH2:17][O:16][CH2:15][CH2:14]2)=[CH:4][CH:3]=1, predict the reactants needed to synthesize it. (2) Given the product [Cl:30][C:21]1[CH:20]=[C:19]([C:8]2[N:7]=[C:6]([C:31]#[N:32])[N:5]=[C:4]3[C:9]=2[N:10]([CH2:11][C@H:12]2[CH2:17][CH2:16][C@H:15]([CH3:18])[CH2:14][CH2:13]2)[C:2]([N:37]2[CH2:38][CH2:39][O:34][C@@H:35]4[CH2:42][CH2:41][CH2:40][C@@H:36]24)=[N:3]3)[CH:24]=[C:23]([O:25][CH2:26][CH2:27][O:28][CH3:29])[CH:22]=1, predict the reactants needed to synthesize it. The reactants are: Br[C:2]1[N:10]([CH2:11][C@H:12]2[CH2:17][CH2:16][C@H:15]([CH3:18])[CH2:14][CH2:13]2)[C:9]2[C:4](=[N:5][C:6]([C:31]#[N:32])=[N:7][C:8]=2[C:19]2[CH:24]=[C:23]([O:25][CH2:26][CH2:27][O:28][CH3:29])[CH:22]=[C:21]([Cl:30])[CH:20]=2)[N:3]=1.Cl.[O:34]1[CH2:39][CH2:38][NH:37][C@@H:36]2[CH2:40][CH2:41][CH2:42][C@@H:35]12.[F-].[K+].CCN(C(C)C)C(C)C. (3) Given the product [Br:34][C:19]1[N:20]=[CH:21][C:16]([N:13]2[CH2:14][CH2:15][C:8]3([CH2:9][CH2:10][N:5]([CH:1]4[CH2:2][CH2:3][CH2:4]4)[CH2:6][CH2:7]3)[CH2:11][CH2:12]2)=[N:17][CH:18]=1, predict the reactants needed to synthesize it. The reactants are: [CH:1]1([N:5]2[CH2:10][CH2:9][C:8]3([CH2:15][CH2:14][N:13]([C:16]4[CH:21]=[N:20][CH:19]=[CH:18][N:17]=4)[CH2:12][CH2:11]3)[CH2:7][CH2:6]2)[CH2:4][CH2:3][CH2:2]1.C([O-])(O)=O.[Na+].C1C(=O)N([Br:34])C(=O)C1.O. (4) Given the product [Br-:12].[C:13]([CH2:16][CH2:17][CH2:18][CH2:19][CH2:20][N+:21]1[CH:22]=[CH:23][C:24]([CH:29]=[CH:10][C:7]2[CH:6]=[CH:5][C:4]([N:2]([CH3:1])[CH3:3])=[CH:9][CH:8]=2)=[CH:25][CH:26]=1)([OH:15])=[O:14], predict the reactants needed to synthesize it. The reactants are: [CH3:1][N:2]([C:4]1[CH:9]=[CH:8][C:7]([CH:10]=O)=[CH:6][CH:5]=1)[CH3:3].[Br-:12].[C:13]([CH2:16][CH2:17][CH2:18][CH2:19][CH2:20][N+:21]1[CH:26]=[CH:25][CH:24]=[CH:23][C:22]=1C)([OH:15])=[O:14].N1CCCC[CH2:29]1. (5) Given the product [N:23]1([CH2:22][C:19]2[CH:18]=[CH:17][C:16]([CH:13]3[CH2:14][CH2:15][N:10]([C:7]4[CH:6]=[CH:5][C:4]([C:3]([OH:29])=[O:2])=[CH:9][CH:8]=4)[CH2:11][CH2:12]3)=[CH:21][CH:20]=2)[CH2:28][CH2:27][O:26][CH2:25][CH2:24]1, predict the reactants needed to synthesize it. The reactants are: C[O:2][C:3](=[O:29])[C:4]1[CH:9]=[CH:8][C:7]([N:10]2[CH2:15][CH2:14][CH:13]([C:16]3[CH:21]=[CH:20][C:19]([CH2:22][N:23]4[CH2:28][CH2:27][O:26][CH2:25][CH2:24]4)=[CH:18][CH:17]=3)[CH2:12][CH2:11]2)=[CH:6][CH:5]=1.[OH-].[Na+].Cl. (6) The reactants are: [Si](OCCC1C=CC(CN2CCCC2)=CC=1F)(C(C)(C)C)(C)C.C([Si]([O:31][CH2:32][CH:33]([F:45])[C:34]1[CH:39]=[CH:38][C:37]([CH2:40][O:41][CH2:42][O:43][CH3:44])=[CH:36][CH:35]=1)(C)C)(C)(C)C. Given the product [F:45][CH:33]([C:34]1[CH:39]=[CH:38][C:37]([CH2:40][O:41][CH2:42][O:43][CH3:44])=[CH:36][CH:35]=1)[CH2:32][OH:31], predict the reactants needed to synthesize it. (7) Given the product [Cl:25][C:10]1[N:9]=[C:8]([C:5]2[CH:6]=[CH:7][C:2]([F:1])=[CH:3][CH:4]=2)[C:13]([C:14]2[CH:19]=[CH:18][N:17]=[CH:16][CH:15]=2)=[CH:12][C:11]=1[C:20]#[N:21], predict the reactants needed to synthesize it. The reactants are: [F:1][C:2]1[CH:7]=[CH:6][C:5]([C:8]2[C:13]([C:14]3[CH:19]=[CH:18][N:17]=[CH:16][CH:15]=3)=[CH:12][C:11]([C:20]#[N:21])=[C:10](O)[N:9]=2)=[CH:4][CH:3]=1.O=P(Cl)(Cl)[Cl:25].N. (8) Given the product [CH3:1][O:2][C:3]([C:5]1[C:14]2[C:9](=[CH:10][C:11]([O:15][C:16]3[CH:23]=[CH:18][N:19]=[C:20]([CH3:25])[CH:21]=3)=[CH:12][CH:13]=2)[CH:8]=[CH:7][CH:6]=1)=[O:4], predict the reactants needed to synthesize it. The reactants are: [CH3:1][O:2][C:3]([C:5]1[C:14]2[C:9](=[CH:10][C:11]([O:15][C:16]3[CH:21]=[C:20](Cl)[N:19]=[C:18]([CH3:23])N=3)=[CH:12][CH:13]=2)[CH:8]=[CH:7][CH:6]=1)=[O:4].N1C=CC=C[CH:25]=1.